Dataset: Full USPTO retrosynthesis dataset with 1.9M reactions from patents (1976-2016). Task: Predict the reactants needed to synthesize the given product. (1) Given the product [CH2:17]([N:19]([CH2:23][CH3:24])[CH2:20][CH2:21][NH:22][C:12]([C:10]1[CH:11]=[C:2]([I:1])[CH:3]=[C:4]2[C:9]=1[NH:8][CH:7]=[CH:6][C:5]2=[O:16])=[O:14])[CH3:18], predict the reactants needed to synthesize it. The reactants are: [I:1][C:2]1[CH:3]=[C:4]2[C:9](=[C:10]([C:12]([O:14]C)=O)[CH:11]=1)[NH:8][CH:7]=[CH:6][C:5]2=[O:16].[CH2:17]([N:19]([CH2:23][CH3:24])[CH2:20][CH2:21][NH2:22])[CH3:18].C(N(CCNC(C1C=NC2C(=CC=C(I)C=2)N=1)=O)CCOC1C(F)=NC=CC=1)C. (2) Given the product [Cl:22][C:17]1[C:16]2[C:11](=[CH:12][CH:13]=[CH:14][CH:15]=2)[N:10]=[C:9]([C:6]2[S:7][CH:8]=[C:4]([CH:1]([CH3:3])[CH3:2])[N:5]=2)[N:18]=1, predict the reactants needed to synthesize it. The reactants are: [CH:1]([C:4]1[N:5]=[C:6]([C:9]2[N:18]=[C:17](O)[C:16]3[C:11](=[CH:12][CH:13]=[CH:14][CH:15]=3)[N:10]=2)[S:7][CH:8]=1)([CH3:3])[CH3:2].P(Cl)(Cl)([Cl:22])=O.[OH-].[Na+]. (3) Given the product [C:29]1(/[C:22](=[N:21]/[O:20][CH2:19][C:18]2[CH:35]=[CH:36][C:15]([O:14][CH2:2][C:3]3[N:4]=[C:5]([C:8]4[CH:13]=[CH:12][CH:11]=[CH:10][CH:9]=4)[O:6][CH:7]=3)=[CH:16][CH:17]=2)/[CH2:23][CH2:24][C:25]([O:27][CH3:28])=[O:26])[CH:30]=[CH:31][CH:32]=[CH:33][CH:34]=1, predict the reactants needed to synthesize it. The reactants are: Cl[CH2:2][C:3]1[N:4]=[C:5]([C:8]2[CH:13]=[CH:12][CH:11]=[CH:10][CH:9]=2)[O:6][CH:7]=1.[OH:14][C:15]1[CH:36]=[CH:35][C:18]([CH2:19][O:20]/[N:21]=[C:22](/[C:29]2[CH:34]=[CH:33][CH:32]=[CH:31][CH:30]=2)\[CH2:23][CH2:24][C:25]([O:27][CH3:28])=[O:26])=[CH:17][CH:16]=1.C(=O)([O-])[O-].[K+].[K+].CN(C)C=O. (4) Given the product [NH2:2][CH2:1][C:3]([CH3:10])([CH3:9])[C:4]([O:6][CH2:7][CH3:8])=[O:5], predict the reactants needed to synthesize it. The reactants are: [C:1]([C:3]([CH3:10])([CH3:9])[C:4]([O:6][CH2:7][CH3:8])=[O:5])#[N:2]. (5) Given the product [Cl:1][C:2]1[CH:7]=[CH:6][CH:5]=[C:4]([F:8])[C:3]=1[C:9]1[NH:10][C:11](=[O:22])[N:12]([C:14]2[CH:19]=[CH:18][C:17]([C:20]#[C:21][C:29]3[CH:28]=[CH:27][N:26]=[CH:25][C:24]=3[Cl:23])=[CH:16][CH:15]=2)[N:13]=1, predict the reactants needed to synthesize it. The reactants are: [Cl:1][C:2]1[CH:7]=[CH:6][CH:5]=[C:4]([F:8])[C:3]=1[C:9]1[NH:10][C:11](=[O:22])[N:12]([C:14]2[CH:19]=[CH:18][C:17]([C:20]#[CH:21])=[CH:16][CH:15]=2)[N:13]=1.[Cl:23][C:24]1[CH:25]=[N:26][CH:27]=[CH:28][C:29]=1I.CCCC[N+](CCCC)(CCCC)CCCC.[F-]. (6) Given the product [Cl:1][C:2]1[C:10]2[O:9][N:8]=[C:7]([CH3:11])[C:6]=2[CH:5]=[C:4]([CH:12]=[O:13])[C:3]=1[N:14]1[CH2:15][C@H:16]([CH3:21])[O:17][C@H:18]([CH3:20])[CH2:19]1, predict the reactants needed to synthesize it. The reactants are: [Cl:1][C:2]1[C:10]2[O:9][N:8]=[C:7]([CH3:11])[C:6]=2[CH:5]=[C:4]([CH2:12][OH:13])[C:3]=1[N:14]1[CH2:19][C@H:18]([CH3:20])[O:17][C@H:16]([CH3:21])[CH2:15]1.C[N+]1([O-])CCOCC1. (7) Given the product [Cl:25][C:26]1[CH:27]=[C:28]([CH:31]=[CH:32][C:33]=1[C:34]([O:37][CH3:38])([CH3:36])[CH3:35])[CH2:29][NH:9][CH2:10][CH2:11][C:12]1[CH:17]=[CH:16][CH:15]=[C:14]([C:19]([F:20])([F:21])[F:22])[CH:13]=1, predict the reactants needed to synthesize it. The reactants are: C1(C2C=CC(C[NH:9][CH2:10][CH2:11][C:12]3[CH:17]=[CH:16][C:15](F)=[C:14]([C:19]([F:22])([F:21])[F:20])[CH:13]=3)=CC=2)CC1.[Cl:25][C:26]1[CH:27]=[C:28]([CH:31]=[CH:32][C:33]=1[C:34]([O:37][CH3:38])([CH3:36])[CH3:35])[CH:29]=O.FC(F)(F)C1C=C(CCN)C=CC=1.[BH4-].[Na+]. (8) Given the product [C:1]([O:5][C:6]([NH:8][C@H:9]1[CH2:13][CH2:12][N:11]([S:14]([C:17]2[C:18]3[C:19]([C:28]4[CH:33]=[CH:32][CH:31]=[CH:30][CH:29]=4)=[CH:20][N:21]=[CH:22][C:23]=3[CH:24]=[CH:25][CH:26]=2)(=[O:16])=[O:15])[CH2:10]1)=[O:7])([CH3:4])([CH3:3])[CH3:2], predict the reactants needed to synthesize it. The reactants are: [C:1]([O:5][C:6]([NH:8][C@H:9]1[CH2:13][CH2:12][N:11]([S:14]([C:17]2[C:18]3[C:19](Br)=[CH:20][N:21]=[CH:22][C:23]=3[CH:24]=[CH:25][CH:26]=2)(=[O:16])=[O:15])[CH2:10]1)=[O:7])([CH3:4])([CH3:3])[CH3:2].[C:28]1(B(O)O)[CH:33]=[CH:32][CH:31]=[CH:30][CH:29]=1.COCCOC.C(=O)([O-])[O-].[Na+].[Na+].